From a dataset of Reaction yield outcomes from USPTO patents with 853,638 reactions. Predict the reaction yield, written as a fraction of the theoretical maximum amount of product (1.0 means a 100% yield; for example, 0.34 means a 34% yield). (1) The reactants are Br[C:2]1[CH:3]=[C:4]2[C:9](=[CH:10][C:11]=1[F:12])[N:8]=[CH:7][CH:6]=[CH:5]2.[C:13]([O-:16])(=[O:15])[CH3:14].[Br-].[C:18]([Zn+2])([CH3:21])([CH3:20])[CH3:19]. The catalyst is O1CCCC1.C1C=CC([P]([Pd]([P](C2C=CC=CC=2)(C2C=CC=CC=2)C2C=CC=CC=2)([P](C2C=CC=CC=2)(C2C=CC=CC=2)C2C=CC=CC=2)[P](C2C=CC=CC=2)(C2C=CC=CC=2)C2C=CC=CC=2)(C2C=CC=CC=2)C2C=CC=CC=2)=CC=1. The product is [C:18]([O:15][C:13](=[O:16])[CH2:14][C:2]1[CH:3]=[C:4]2[C:9](=[CH:10][C:11]=1[F:12])[N:8]=[CH:7][CH:6]=[CH:5]2)([CH3:21])([CH3:20])[CH3:19]. The yield is 0.630. (2) The reactants are Br[CH:2]([C:18]1[CH:23]=[CH:22][CH:21]=[CH:20][CH:19]=1)[C:3]([C:5]1[C:13]2[C:8](=[CH:9][CH:10]=[C:11]([CH2:14][CH2:15][CH2:16][OH:17])[CH:12]=2)[NH:7][CH:6]=1)=[O:4].[CH3:24][O:25][C:26]1[CH:27]=[C:28]([CH:30]=[C:31]([O:33][CH3:34])[CH:32]=1)[NH2:29].C(N(CC)CC)C.Cl. The catalyst is C(#N)C. The product is [CH3:34][O:33][C:31]1[CH:30]=[C:28]([NH:29][CH:2]([C:18]2[CH:23]=[CH:22][CH:21]=[CH:20][CH:19]=2)[C:3]([C:5]2[C:13]3[C:8](=[CH:9][CH:10]=[C:11]([CH2:14][CH2:15][CH2:16][OH:17])[CH:12]=3)[NH:7][CH:6]=2)=[O:4])[CH:27]=[C:26]([O:25][CH3:24])[CH:32]=1. The yield is 0.590. (3) The reactants are Br[C:2]1[CH:9]=[C:8]([N:10]2[C:18]3[CH2:17][C:16]([CH3:20])([CH3:19])[CH2:15][C:14](=[O:21])[C:13]=3[C:12]([CH:22]([F:24])[F:23])=[N:11]2)[CH:7]=[CH:6][C:3]=1[C:4]#[N:5].[NH2:25][C@H:26]1[CH2:31][CH2:30][C@H:29]([OH:32])[CH2:28][CH2:27]1.CC(C)([O-:36])C.[Na+]. The yield is 0.370. The product is [F:23][CH:22]([F:24])[C:12]1[C:13]2[C:14](=[O:21])[CH2:15][C:16]([CH3:20])([CH3:19])[CH2:17][C:18]=2[N:10]([C:8]2[CH:7]=[CH:6][C:3]([C:4]([NH2:5])=[O:36])=[C:2]([NH:25][C@H:26]3[CH2:31][CH2:30][C@H:29]([OH:32])[CH2:28][CH2:27]3)[CH:9]=2)[N:11]=1. The catalyst is C1(C)C=CC=CC=1.C([O-])(=O)C.[Pd+2].C([O-])(=O)C.C1(P(C2C=CC=CC=2)[C-]2C=CC=C2)C=CC=CC=1.[C-]1(P(C2C=CC=CC=2)C2C=CC=CC=2)C=CC=C1.[Fe+2]. (4) The yield is 0.960. The product is [Br:1][C:2]1[CH:7]=[CH:6][C:5]([S:8]([N:11]([C:12]2[CH:17]=[CH:16][CH:15]=[C:14]([O:18][CH3:19])[CH:13]=2)[CH3:20])(=[O:9])=[O:10])=[CH:4][CH:3]=1. The reactants are [Br:1][C:2]1[CH:7]=[CH:6][C:5]([S:8]([NH:11][C:12]2[CH:17]=[CH:16][CH:15]=[C:14]([O:18][CH3:19])[CH:13]=2)(=[O:10])=[O:9])=[CH:4][CH:3]=1.[C:20]([O-])([O-])=O.[K+].[K+].CI. The catalyst is CN(C=O)C.O. (5) The reactants are [C:1]([O:5][C:6]([N:8]1[CH2:13][CH2:12][CH:11]([NH:14][C:15]2[CH:20]=[CH:19][C:18]([Cl:21])=[CH:17][C:16]=2[CH2:22][CH2:23][C:24](O)=[O:25])[CH2:10][CH2:9]1)=[O:7])([CH3:4])([CH3:3])[CH3:2].C(Cl)CCl. The catalyst is C(Cl)Cl. The product is [C:1]([O:5][C:6]([N:8]1[CH2:13][CH2:12][CH:11]([N:14]2[C:15]3[C:16](=[CH:17][C:18]([Cl:21])=[CH:19][CH:20]=3)[CH2:22][CH2:23][C:24]2=[O:25])[CH2:10][CH2:9]1)=[O:7])([CH3:4])([CH3:3])[CH3:2]. The yield is 0.520. (6) The reactants are [CH2:1]([O:8][C:9]([NH:11][CH:12](OC)[C:13]([O:15][CH3:16])=[O:14])=[O:10])[C:2]1[CH:7]=[CH:6][CH:5]=[CH:4][CH:3]=1.P(Br)(Br)Br.[P:23](OCC)([O:28][CH2:29][CH3:30])([O:25][CH2:26][CH3:27])=[O:24]. The catalyst is C1(C)C=CC=CC=1. The product is [CH2:1]([O:8][C:9]([NH:11][CH:12]([P:23]([O:28][CH2:29][CH3:30])([O:25][CH2:26][CH3:27])=[O:24])[C:13]([O:15][CH3:16])=[O:14])=[O:10])[C:2]1[CH:3]=[CH:4][CH:5]=[CH:6][CH:7]=1. The yield is 0.470.